This data is from Forward reaction prediction with 1.9M reactions from USPTO patents (1976-2016). The task is: Predict the product of the given reaction. (1) Given the reactants [N+:1]([C:4]1[CH:5]=[C:6]([S:16]([NH2:19])(=[O:18])=[O:17])[CH:7]=[CH:8][C:9]=1[NH:10][C@@H:11]1[CH2:15][CH2:14][NH:13][CH2:12]1)([O-:3])=[O:2].C(=O)([O-])[O-].[Na+].[Na+].Br[CH2:27][CH2:28][O:29][CH2:30][CH2:31][O:32][CH3:33], predict the reaction product. The product is: [CH3:33][O:32][CH2:31][CH2:30][O:29][CH2:28][CH2:27][N:13]1[CH2:14][CH2:15][C@@H:11]([NH:10][C:9]2[CH:8]=[CH:7][C:6]([S:16]([NH2:19])(=[O:17])=[O:18])=[CH:5][C:4]=2[N+:1]([O-:3])=[O:2])[CH2:12]1. (2) Given the reactants [N:1]1[CH:6]=[CH:5][C:4]([NH2:7])=[CH:3][CH:2]=1.Br[C:9]1[CH:14]=[CH:13][C:12]([C:15]2[N:16]=[N:17][N:18]([CH:20]3[CH2:26][CH2:25][C:24]4[C:27]([F:31])=[CH:28][CH:29]=[CH:30][C:23]=4[N:22]([CH2:32][C:33]([F:36])([F:35])[F:34])[C:21]3=[O:37])[CH:19]=2)=[CH:11][CH:10]=1.C(=O)([O-])[O-].[K+].[K+].CC(C1C=C(C(C)C)C(C2C=CC=CC=2P(C2CCCCC2)C2CCCCC2)=C(C(C)C)C=1)C, predict the reaction product. The product is: [F:31][C:27]1[C:24]2[CH2:25][CH2:26][CH:20]([N:18]3[CH:19]=[C:15]([C:12]4[CH:11]=[CH:10][C:9]([NH:7][C:4]5[CH:5]=[CH:6][N:1]=[CH:2][CH:3]=5)=[CH:14][CH:13]=4)[N:16]=[N:17]3)[C:21](=[O:37])[N:22]([CH2:32][C:33]([F:36])([F:34])[F:35])[C:23]=2[CH:30]=[CH:29][CH:28]=1. (3) Given the reactants [CH:1]1([CH2:6][NH:7][C:8]([C:10]2[C:11]([C:17]([F:20])([F:19])[F:18])=[N:12][C:13](Cl)=[N:14][CH:15]=2)=[O:9])[CH2:5][CH2:4][CH2:3][CH2:2]1.[Cl:21][C:22]1[CH:28]=[CH:27][C:26]([F:29])=[CH:25][C:23]=1[NH2:24], predict the reaction product. The product is: [CH:1]1([CH2:6][NH:7][C:8]([C:10]2[C:11]([C:17]([F:20])([F:19])[F:18])=[N:12][C:13]([NH:24][C:23]3[CH:25]=[C:26]([F:29])[CH:27]=[CH:28][C:22]=3[Cl:21])=[N:14][CH:15]=2)=[O:9])[CH2:5][CH2:4][CH2:3][CH2:2]1. (4) Given the reactants [CH3:1][CH:2]([CH3:33])[C@@H:3]([NH:12][C:13]1[CH:14]=[C:15]([C:19]2[C:27]3[C:22](=[N:23][CH:24]=[C:25]([C:28]([O:30]CC)=[O:29])[CH:26]=3)[NH:21][CH:20]=2)[CH:16]=[N:17][CH:18]=1)[C:4](=[O:11])[NH:5][CH2:6][C:7]([F:10])([F:9])[F:8].[OH-].[Na+], predict the reaction product. The product is: [CH3:1][CH:2]([CH3:33])[C@@H:3]([NH:12][C:13]1[CH:14]=[C:15]([C:19]2[C:27]3[C:22](=[N:23][CH:24]=[C:25]([C:28]([OH:30])=[O:29])[CH:26]=3)[NH:21][CH:20]=2)[CH:16]=[N:17][CH:18]=1)[C:4](=[O:11])[NH:5][CH2:6][C:7]([F:8])([F:10])[F:9].